This data is from Full USPTO retrosynthesis dataset with 1.9M reactions from patents (1976-2016). The task is: Predict the reactants needed to synthesize the given product. (1) Given the product [CH3:27][N:28]1[C:2]2[C:3](=[C:6]([O:10][C:11]3[CH:20]=[CH:19][C:18]4[C:13](=[CH:14][CH:15]=[CH:16][CH:17]=4)[CH:12]=3)[CH:7]=[CH:8][CH:9]=2)[C:4]([NH2:5])=[N:29]1, predict the reactants needed to synthesize it. The reactants are: F[C:2]1[CH:9]=[CH:8][CH:7]=[C:6]([O:10][C:11]2[CH:20]=[CH:19][C:18]3[C:13](=[CH:14][CH:15]=[CH:16][CH:17]=3)[CH:12]=2)[C:3]=1[C:4]#[N:5].CN(C)C(=O)C.[CH3:27][NH:28][NH2:29]. (2) Given the product [NH2:1][CH2:4][C:5]1[CH:6]=[C:7]([CH:12]=[C:13]([O:15][CH3:16])[CH:14]=1)[C:8]([O:10][CH3:11])=[O:9], predict the reactants needed to synthesize it. The reactants are: [N:1]([CH2:4][C:5]1[CH:6]=[C:7]([CH:12]=[C:13]([O:15][CH3:16])[CH:14]=1)[C:8]([O:10][CH3:11])=[O:9])=[N+]=[N-].C1C=CC(P(C2C=CC=CC=2)C2C=CC=CC=2)=CC=1.O. (3) The reactants are: [CH:1]1([CH:7]([NH:18][C:19]2[CH:24]=[CH:23][C:22]([C:25]([N:27]([CH3:35])[CH2:28][CH2:29][C:30]([O:32]CC)=[O:31])=[O:26])=[CH:21][CH:20]=2)[C:8]2[O:9][C:10]3[CH:17]=[CH:16][CH:15]=[CH:14][C:11]=3[C:12]=2[CH3:13])[CH2:6][CH2:5][CH2:4][CH2:3][CH2:2]1.CCCCCC.C(O)C.C(O)C.[OH-].[Li+]. Given the product [CH:1]1([CH:7]([NH:18][C:19]2[CH:24]=[CH:23][C:22]([C:25]([N:27]([CH3:35])[CH2:28][CH2:29][C:30]([OH:32])=[O:31])=[O:26])=[CH:21][CH:20]=2)[C:8]2[O:9][C:10]3[CH:17]=[CH:16][CH:15]=[CH:14][C:11]=3[C:12]=2[CH3:13])[CH2:6][CH2:5][CH2:4][CH2:3][CH2:2]1, predict the reactants needed to synthesize it. (4) The reactants are: C(O[C:4]1[C:11](C)=[CH:10][C:7]([CH:8]=O)=[C:6]([OH:13])[CH:5]=1)C.[C:14]([O-:17])(=[O:16])C.[Na+].C(O)(=O)C.[N+:23](CC)([O-])=O. Given the product [OH:13][C:6]1[CH:5]=[CH:4][C:11]([O:16][CH2:14][OH:17])=[CH:10][C:7]=1[C:8]#[N:23], predict the reactants needed to synthesize it. (5) Given the product [CH:1]([C:3]1[CH:8]=[CH:7][CH:6]=[CH:5][C:4]=1[C:9]1[CH:14]=[CH:13][CH:12]=[CH:11][CH:10]=1)=[CH2:2].[CH:15]([C:17]1[CH:22]=[CH:21][CH:20]=[CH:19][C:18]=1[CH:23]=[CH2:24])=[CH2:16], predict the reactants needed to synthesize it. The reactants are: [CH:1]([C:3]1[CH:8]=[CH:7][CH:6]=[CH:5][C:4]=1[C:9]1[CH:14]=[CH:13][CH:12]=[CH:11][CH:10]=1)=[CH2:2].[CH:15]([C:17]1[CH:22]=[CH:21][CH:20]=[CH:19][C:18]=1[CH:23]=[CH2:24])=[CH2:16]. (6) Given the product [Cl:21][C:22]1[CH:27]=[CH:26][CH:25]=[CH:24][C:23]=1[C:2]1[C:3]([CH2:17][C:18]([O:20][CH3:31])=[O:19])=[C:4]([C:7]2[CH:12]=[CH:11][C:10]([O:13][CH2:14][CH2:15][CH3:16])=[CH:9][CH:8]=2)[S:5][CH:6]=1, predict the reactants needed to synthesize it. The reactants are: Br[C:2]1[C:3]([CH2:17][C:18]([O-:20])=[O:19])=[C:4]([C:7]2[CH:12]=[CH:11][C:10]([O:13][CH2:14][CH2:15][CH3:16])=[CH:9][CH:8]=2)[S:5][CH:6]=1.[Cl:21][C:22]1[CH:27]=[CH:26][CH:25]=[CH:24][C:23]=1B(O)O.[C:31]([O-])([O-])=O.[K+].[K+].ClCCl. (7) Given the product [N:30]1[C:28]2[C:34](=[CH:35][CH:24]=[CH:26][C:27]=2[OH:43])[CH:33]=[CH:32][CH:31]=1, predict the reactants needed to synthesize it. The reactants are: CC(N(O)[CH2:35][CH2:34][CH2:33][CH2:32][CH2:31][NH:30][C:28]([CH2:27][CH2:26][C:24](N(O)CCCCCN[C:24]([CH2:26][CH2:27][C:28]([N:30](O)[CH2:31][CH2:32][CH2:33][CH2:34][CH2:35]N)=O)=O)=O)=O)=O.C(O)(=O)CC(CC(O)=O)(C(O)=O)[OH:43]. (8) Given the product [Cl:65][C:66]1[C:73]([F:74])=[CH:72][CH:71]=[CH:70][C:67]=1[CH2:68][NH:69][C:6](=[O:7])[N:8]([CH:9]([CH2:25][O:26][CH2:27][CH:28]([OH:29])[CH2:32][OH:31])[CH2:10][O:11][C:12](=[O:24])[NH:13][C:14]1[N:15]=[CH:16][C:17]2[C:22]([CH:23]=1)=[CH:21][CH:20]=[CH:19][CH:18]=2)[CH3:35], predict the reactants needed to synthesize it. The reactants are: C(O[C:6]([N:8]([CH3:35])[CH:9]([CH2:25][O:26][CH2:27][CH:28]1[CH2:32][O:31]C(C)(C)[O:29]1)[CH2:10][O:11][C:12](=[O:24])[NH:13][C:14]1[N:15]=[CH:16][C:17]2[C:22]([CH:23]=1)=[CH:21][CH:20]=[CH:19][CH:18]=2)=[O:7])(C)(C)C.C(O)(C(F)(F)F)=O.CCN(C(C)C)C(C)C.C1C([N+]([O-])=O)=CC=C([Cl-]C([O-])=O)C=1.[Cl:65][C:66]1[C:73]([F:74])=[CH:72][CH:71]=[CH:70][C:67]=1[CH2:68][NH2:69]. (9) Given the product [Cl:1][C:2]1[CH:3]=[CH:4][C:5]([CH2:6][N:7]2[C:11]3[CH:12]=[CH:13][C:14]([C:16]([OH:18])=[O:17])=[CH:15][C:10]=3[N:9]=[CH:8]2)=[CH:20][CH:21]=1, predict the reactants needed to synthesize it. The reactants are: [Cl:1][C:2]1[CH:21]=[CH:20][C:5]([CH2:6][N:7]2[C:11]3[CH:12]=[CH:13][C:14]([C:16]([O:18]C)=[O:17])=[CH:15][C:10]=3[N:9]=[CH:8]2)=[CH:4][CH:3]=1.[OH-].[Na+].Cl. (10) Given the product [NH2:10][CH2:11][CH2:12][CH2:13][CH2:14][C:15]1[CH:20]=[CH:19][C:18]([O:21][CH2:22][CH2:23][NH:24][CH2:25][C@@H:26]([C:28]2[CH:33]=[CH:32][C:31]([OH:34])=[C:30]([NH:42][CH:43]=[O:44])[CH:29]=2)[OH:27])=[CH:17][CH:16]=1, predict the reactants needed to synthesize it. The reactants are: C(OC(=O)[NH:10][CH2:11][CH2:12][CH2:13][CH2:14][C:15]1[CH:20]=[CH:19][C:18]([O:21][CH2:22][CH2:23][N:24](CC2C=CC=CC=2)[CH2:25][C@@H:26]([C:28]2[CH:33]=[CH:32][C:31]([O:34]CC3C=CC=CC=3)=[C:30]([NH:42][CH:43]=[O:44])[CH:29]=2)[OH:27])=[CH:17][CH:16]=1)C1C=CC=CC=1.